From a dataset of Reaction yield outcomes from USPTO patents with 853,638 reactions. Predict the reaction yield, written as a fraction of the theoretical maximum amount of product (1.0 means a 100% yield; for example, 0.34 means a 34% yield). (1) The reactants are [C:1](N[C@H](C(O)=O)CCCC)([O:3][C:4]([CH3:7])([CH3:6])[CH3:5])=[O:2].[OH2:17].O[N:19]1[C:23]2[CH:24]=[CH:25][CH:26]=[CH:27][C:22]=2[N:21]=N1.C(Cl)CCl. The catalyst is ClCCl. The product is [C:1]([NH:19][C:23](=[O:17])[C@H:22]([CH2:27][CH2:26][CH2:25][CH3:24])[NH2:21])([O:3][C:4]([CH3:7])([CH3:6])[CH3:5])=[O:2]. The yield is 0.780. (2) The reactants are C(Cl)Cl.[CH:4]([O:9]C)([O:7][CH3:8])OC.[Cl:11][CH2:12][C:13]1[CH:18]=[CH:17][CH:16]=[CH:15][C:14]=1[CH2:19][C:20](OC)=[O:21]. The catalyst is [Ti](Cl)(Cl)(Cl)Cl.C(N(CC)CC)C. The product is [Cl:11][CH2:12][C:13]1[CH:18]=[CH:17][CH:16]=[CH:15][C:14]=1[C:19](=[CH:20][OH:21])[C:4]([O:7][CH3:8])=[O:9]. The yield is 0.940. (3) The reactants are B(Br)(Br)Br.[CH3:5][O:6][C:7]([C:9]1[C:17]2[O:16][C:15]([CH3:18])=[CH:14][C:13]=2[CH:12]=[C:11]([O:19]C)[CH:10]=1)=[O:8].N1C(C)=CC=CC=1C. The catalyst is C(Cl)Cl. The product is [CH3:5][O:6][C:7]([C:9]1[C:17]2[O:16][C:15]([CH3:18])=[CH:14][C:13]=2[CH:12]=[C:11]([OH:19])[CH:10]=1)=[O:8]. The yield is 0.830.